From a dataset of Forward reaction prediction with 1.9M reactions from USPTO patents (1976-2016). Predict the product of the given reaction. (1) Given the reactants C(OC([N:8]1[CH2:12][CH2:11][CH2:10][C@@H:9]1[CH2:13][O:14][C:15]1[CH:20]=[CH:19][C:18]([N:21]2[CH:25]=[CH:24][CH:23]=[CH:22]2)=[CH:17][CH:16]=1)=O)(C)(C)C.[ClH:26], predict the reaction product. The product is: [ClH:26].[NH:8]1[CH2:12][CH2:11][CH2:10][C@@H:9]1[CH2:13][O:14][C:15]1[CH:20]=[CH:19][C:18]([N:21]2[CH:25]=[CH:24][CH:23]=[CH:22]2)=[CH:17][CH:16]=1. (2) Given the reactants [CH:1]([O:4][C:5]1[CH:10]=[CH:9][C:8]([CH2:11][NH2:12])=[CH:7][CH:6]=1)([CH3:3])[CH3:2].F[C:14]1[CH:22]=[N:21][CH:20]=[CH:19][C:15]=1[C:16]([OH:18])=[O:17], predict the reaction product. The product is: [CH3:2][CH:1]([O:4][C:5]1[CH:6]=[CH:7][C:8]([CH2:11][NH:12][C:19]2[CH:20]=[N:21][CH:22]=[CH:14][C:15]=2[C:16]([OH:18])=[O:17])=[CH:9][CH:10]=1)[CH3:3]. (3) Given the reactants Cl[C:2]1[CH:3]=[C:4]([C:24]#[N:25])C2C=[CH:7][N:8]([C:11]3[N:12]([CH2:22][CH3:23])[C:13](=[O:21])[NH:14][C:15](=[O:20])[C:16]=3[CH:17]([CH3:19])[CH3:18])[C:9]=2[CH:10]=1.N1C2C=CC=CC=2NC=1, predict the reaction product. The product is: [N:8]1([C:11]2[N:12]([CH2:22][CH3:23])[C:13](=[O:21])[NH:14][C:15](=[O:20])[C:16]=2[CH:17]([CH3:19])[CH3:18])[C:9]2[CH:10]=[CH:2][CH:3]=[CH:4][C:24]=2[N:25]=[CH:7]1. (4) Given the reactants [CH2:1]([O:3][C:4]([C:6]1[N:7]=[C:8]2[CH:13]=[CH:12][CH:11]=[C:10]([CH3:14])[N:9]2[C:15]=1Br)=[O:5])[CH3:2].C(=O)([O-])[O-].[K+].[K+].C1(P(C2C=CC=CC=2)C2C=CC=CC=2)C=CC=CC=1.[F:42][C:43]([F:54])([F:53])[C:44]1[CH:45]=[C:46](B(O)O)[CH:47]=[CH:48][CH:49]=1, predict the reaction product. The product is: [CH2:1]([O:3][C:4]([C:6]1[N:7]=[C:8]2[CH:13]=[CH:12][CH:11]=[C:10]([CH3:14])[N:9]2[C:15]=1[C:48]1[CH:47]=[CH:46][CH:45]=[C:44]([C:43]([F:54])([F:53])[F:42])[CH:49]=1)=[O:5])[CH3:2]. (5) Given the reactants C(N(CC)CC)C.[F:8][C:9]1[C:14]([F:15])=[CH:13][CH:12]=[CH:11][C:10]=1[C@H:16]1[CH2:22][N:21]2[C:23]([CH2:26][C:27]([F:30])([F:29])[F:28])=[N:24][N:25]=[C:20]2[C@H:19]([NH2:31])[CH2:18][CH2:17]1.[C:32]([N:39]1[CH:43]=[CH:42]N=[CH:40]1)(N1C=CN=C1)=[O:33].[CH3:44][C:45]1[CH:46]=[C:47]([CH:52]2CCNC[CH2:53]2)[C:48](=[O:51])[NH:49][N:50]=1, predict the reaction product. The product is: [F:8][C:9]1[C:14]([F:15])=[CH:13][CH:12]=[CH:11][C:10]=1[C@H:16]1[CH2:22][N:21]2[C:23]([CH2:26][C:27]([F:30])([F:28])[F:29])=[N:24][N:25]=[C:20]2[C@H:19]([NH:31][C:32]([N:39]2[CH2:40][CH2:53][CH:52]([C:47]3[C:48](=[O:51])[NH:49][N:50]=[C:45]([CH3:44])[CH:46]=3)[CH2:42][CH2:43]2)=[O:33])[CH2:18][CH2:17]1. (6) Given the reactants S(=O)(=O)(O)O.[N+:6]([C:9]1[CH:10]=[C:11]2[C:16](=[CH:17][CH:18]=1)[N:15]=[C:14]([C:19]([OH:21])=[O:20])[CH:13]=[N:12]2)([O-:8])=[O:7].[CH2:22](O)[CH3:23], predict the reaction product. The product is: [N+:6]([C:9]1[CH:10]=[C:11]2[C:16](=[CH:17][CH:18]=1)[N:15]=[C:14]([C:19]([O:21][CH2:22][CH3:23])=[O:20])[CH:13]=[N:12]2)([O-:8])=[O:7]. (7) Given the reactants Cl[C:2]1[C:12]2[CH:11]=[C:10]([C:13]([O:15][CH3:16])=[O:14])[CH2:9][CH2:8][NH:7][C:6]=2[N:5]=[CH:4][N:3]=1.[NH2:17][C:18]1[CH:38]=[CH:37][C:21]([O:22][C:23]2[CH:24]=[C:25]([CH:34]=[CH:35][CH:36]=2)[C:26]([NH:28][CH2:29][C:30]([OH:33])([CH3:32])[CH3:31])=[O:27])=[C:20]([Cl:39])[CH:19]=1, predict the reaction product. The product is: [Cl:39][C:20]1[CH:19]=[C:18]([NH:17][C:2]2[C:12]3[CH:11]=[C:10]([C:13]([O:15][CH3:16])=[O:14])[CH2:9][CH2:8][NH:7][C:6]=3[N:5]=[CH:4][N:3]=2)[CH:38]=[CH:37][C:21]=1[O:22][C:23]1[CH:36]=[CH:35][CH:34]=[C:25]([C:26]([NH:28][CH2:29][C:30]([OH:33])([CH3:31])[CH3:32])=[O:27])[CH:24]=1.